This data is from NCI-60 drug combinations with 297,098 pairs across 59 cell lines. The task is: Regression. Given two drug SMILES strings and cell line genomic features, predict the synergy score measuring deviation from expected non-interaction effect. (1) Drug 1: CC1C(C(=O)NC(C(=O)N2CCCC2C(=O)N(CC(=O)N(C(C(=O)O1)C(C)C)C)C)C(C)C)NC(=O)C3=C4C(=C(C=C3)C)OC5=C(C(=O)C(=C(C5=N4)C(=O)NC6C(OC(=O)C(N(C(=O)CN(C(=O)C7CCCN7C(=O)C(NC6=O)C(C)C)C)C)C(C)C)C)N)C. Drug 2: C1CN(CCN1C(=O)CCBr)C(=O)CCBr. Cell line: EKVX. Synergy scores: CSS=3.54, Synergy_ZIP=-1.80, Synergy_Bliss=-1.78, Synergy_Loewe=-4.29, Synergy_HSA=-4.32. (2) Drug 1: CC1=CC=C(C=C1)C2=CC(=NN2C3=CC=C(C=C3)S(=O)(=O)N)C(F)(F)F. Drug 2: C1CN1C2=NC(=NC(=N2)N3CC3)N4CC4. Cell line: NCI-H226. Synergy scores: CSS=3.57, Synergy_ZIP=-1.43, Synergy_Bliss=-1.93, Synergy_Loewe=-2.75, Synergy_HSA=-1.69. (3) Drug 1: C1C(C(OC1N2C=C(C(=O)NC2=O)F)CO)O. Drug 2: C1CN1C2=NC(=NC(=N2)N3CC3)N4CC4. Cell line: PC-3. Synergy scores: CSS=16.6, Synergy_ZIP=-7.51, Synergy_Bliss=-4.84, Synergy_Loewe=-0.952, Synergy_HSA=-0.615. (4) Drug 1: C1=C(C(=O)NC(=O)N1)F. Drug 2: C1CC(C1)(C(=O)O)C(=O)O.[NH2-].[NH2-].[Pt+2]. Cell line: HOP-92. Synergy scores: CSS=40.2, Synergy_ZIP=-10.8, Synergy_Bliss=-8.72, Synergy_Loewe=-8.35, Synergy_HSA=-2.49. (5) Drug 1: C1CC(=O)NC(=O)C1N2CC3=C(C2=O)C=CC=C3N. Drug 2: N.N.Cl[Pt+2]Cl. Cell line: HOP-62. Synergy scores: CSS=5.69, Synergy_ZIP=0.161, Synergy_Bliss=4.45, Synergy_Loewe=1.04, Synergy_HSA=-0.428. (6) Drug 1: C1CCC(C1)C(CC#N)N2C=C(C=N2)C3=C4C=CNC4=NC=N3. Drug 2: CC12CCC(CC1=CCC3C2CCC4(C3CC=C4C5=CN=CC=C5)C)O. Cell line: SR. Synergy scores: CSS=62.3, Synergy_ZIP=-4.37, Synergy_Bliss=1.94, Synergy_Loewe=-0.166, Synergy_HSA=0.874.